Dataset: Full USPTO retrosynthesis dataset with 1.9M reactions from patents (1976-2016). Task: Predict the reactants needed to synthesize the given product. (1) Given the product [NH2:1][C:2]1[C:11]2[C:10]([CH3:12])=[N:9][CH:8]=[N:7][C:6]=2[N:5]([OH:13])[C:4](=[O:21])[CH:3]=1, predict the reactants needed to synthesize it. The reactants are: [NH2:1][C:2]1[C:11]2[C:10]([CH3:12])=[N:9][CH:8]=[N:7][C:6]=2[N:5]([O:13]CC2C=CC=CC=2)[C:4](=[O:21])[CH:3]=1.[H][H]. (2) The reactants are: [C:1]([O:5][C:6]([N:8]1[CH2:13][CH2:12][CH:11]([NH:14][CH:15]2[CH2:17][CH2:16]2)[CH2:10][CH2:9]1)=[O:7])([CH3:4])([CH3:3])[CH3:2].[Br:18][C:19]1[C:27]([CH3:28])=[CH:26][C:22]([C:23](O)=[O:24])=[CH:21][N:20]=1. Given the product [C:1]([O:5][C:6]([N:8]1[CH2:13][CH2:12][CH:11]([N:14]([C:23]([C:22]2[CH:21]=[N:20][C:19]([Br:18])=[C:27]([CH3:28])[CH:26]=2)=[O:24])[CH:15]2[CH2:16][CH2:17]2)[CH2:10][CH2:9]1)=[O:7])([CH3:4])([CH3:2])[CH3:3], predict the reactants needed to synthesize it.